Dataset: Peptide-MHC class II binding affinity with 134,281 pairs from IEDB. Task: Regression. Given a peptide amino acid sequence and an MHC pseudo amino acid sequence, predict their binding affinity value. This is MHC class II binding data. (1) The MHC is DRB1_1101 with pseudo-sequence DRB1_1101. The peptide sequence is ALTGAMRVTKDTNDN. The binding affinity (normalized) is 0.269. (2) The peptide sequence is IRDKVQKEYALFYKLDVV. The MHC is H-2-IAd with pseudo-sequence H-2-IAd. The binding affinity (normalized) is 0.331. (3) The peptide sequence is AYSDDKSMKVTVAFN. The MHC is HLA-DPA10201-DPB10501 with pseudo-sequence HLA-DPA10201-DPB10501. The binding affinity (normalized) is 0.153. (4) The peptide sequence is NVEGSYDGAYAPVLQDFRSL. The MHC is DRB1_0101 with pseudo-sequence DRB1_0101. The binding affinity (normalized) is 0. (5) The peptide sequence is VNMVRRGVRSLSNKIHHHHHH. The MHC is DRB1_0301 with pseudo-sequence DRB1_0301. The binding affinity (normalized) is 0.695.